This data is from Peptide-MHC class I binding affinity with 185,985 pairs from IEDB/IMGT. The task is: Regression. Given a peptide amino acid sequence and an MHC pseudo amino acid sequence, predict their binding affinity value. This is MHC class I binding data. (1) The peptide sequence is TQIFEVYWYL. The MHC is HLA-A02:06 with pseudo-sequence HLA-A02:06. The binding affinity (normalized) is 1.00. (2) The peptide sequence is TLFGRGVIDT. The MHC is HLA-A68:02 with pseudo-sequence HLA-A68:02. The binding affinity (normalized) is 0.200. (3) The peptide sequence is YVILTILTII. The MHC is HLA-A02:06 with pseudo-sequence HLA-A02:06. The binding affinity (normalized) is 0.920. (4) The peptide sequence is AEQASQDVKNW. The MHC is HLA-A02:02 with pseudo-sequence HLA-A02:02. The binding affinity (normalized) is 0.0521. (5) The MHC is HLA-A02:03 with pseudo-sequence HLA-A02:03. The peptide sequence is QLQVTEREEV. The binding affinity (normalized) is 0.512.